From a dataset of Forward reaction prediction with 1.9M reactions from USPTO patents (1976-2016). Predict the product of the given reaction. (1) Given the reactants [C:1]([O:5][C:6](=[O:24])[NH:7][CH:8]([CH3:23])[C:9]([NH:11][C:12]1[N:13]=[C:14](Br)[C:15]2[C:20]([CH:21]=1)=[CH:19][CH:18]=[CH:17][CH:16]=2)=[O:10])([CH3:4])([CH3:3])[CH3:2].[C:25]([Si:27]([CH3:30])([CH3:29])[CH3:28])#[CH:26].CCN(C(C)C)C(C)C, predict the reaction product. The product is: [C:1]([O:5][C:6](=[O:24])[NH:7][CH:8]([CH3:23])[C:9](=[O:10])[NH:11][C:12]1[N:13]=[C:14]([C:26]#[C:25][Si:27]([CH3:30])([CH3:29])[CH3:28])[C:15]2[C:20]([CH:21]=1)=[CH:19][CH:18]=[CH:17][CH:16]=2)([CH3:4])([CH3:3])[CH3:2]. (2) Given the reactants [N+:1]([C:4]1[CH:9]=[C:8]([C:10]([F:13])([F:12])[F:11])[CH:7]=[CH:6][C:5]=1[C:14]1[CH:19]=[CH:18][C:17]([C:20]([O:22][CH2:23][CH3:24])=[O:21])=[CH:16][CH:15]=1)([O-])=O, predict the reaction product. The product is: [F:11][C:10]([F:13])([F:12])[C:8]1[CH:9]=[C:4]2[C:5]([C:14]3[CH:19]=[CH:18][C:17]([C:20]([O:22][CH2:23][CH3:24])=[O:21])=[CH:16][C:15]=3[NH:1]2)=[CH:6][CH:7]=1. (3) The product is: [Cl:1][C:2]1[CH:7]=[CH:6][C:5](/[CH:8]=[CH:9]/[C:10]([N:29]2[CH2:28][CH2:27][CH:26]([C:24]3[N:25]=[C:21]([CH3:20])[O:22][CH:23]=3)[CH2:31][CH2:30]2)=[O:12])=[C:4]([CH2:13][N:14]2[N:18]=[N:17][C:16]([CH3:19])=[N:15]2)[CH:3]=1. Given the reactants [Cl:1][C:2]1[CH:7]=[CH:6][C:5](/[CH:8]=[CH:9]/[C:10]([OH:12])=O)=[C:4]([CH2:13][N:14]2[N:18]=[N:17][C:16]([CH3:19])=[N:15]2)[CH:3]=1.[CH3:20][C:21]1[O:22][CH:23]=[C:24]([CH:26]2[CH2:31][CH2:30][NH:29][CH2:28][CH2:27]2)[N:25]=1.CCN(C(C)C)C(C)C.C(P1(=O)OP(CCC)(=O)OP(CCC)(=O)O1)CC, predict the reaction product.